From a dataset of Forward reaction prediction with 1.9M reactions from USPTO patents (1976-2016). Predict the product of the given reaction. (1) Given the reactants [NH2:1][C:2]1[C:7]([F:8])=[CH:6][C:5]([C:9]2[CH:10]=[C:11]3[C:15](=[CH:16][CH:17]=2)[N:14](C(OC(C)(C)C)=O)[N:13]=[C:12]3[CH3:25])=[CH:4][C:3]=1[F:26].BrC1C=C(F)C(N)=C(F)C=1.CC1C2C(=CC=C(B3OC(C)(C)C(C)(C)O3)C=2)N(C(OC(C)(C)C)=O)N=1.FC(F)(F)C(O)=O, predict the reaction product. The product is: [F:8][C:7]1[CH:6]=[C:5]([C:9]2[CH:10]=[C:11]3[C:15](=[CH:16][CH:17]=2)[NH:14][N:13]=[C:12]3[CH3:25])[CH:4]=[C:3]([F:26])[C:2]=1[NH2:1]. (2) Given the reactants [O:1]=[C:2]1[C:7]([CH:8]([NH:11][C:12]([CH:14]2[CH2:18][CH2:17][CH2:16][CH2:15]2)=O)[CH2:9][CH3:10])=[N:6][N:5]=[C:4]([CH:19]2[CH2:24][CH2:23][O:22][CH2:21][CH2:20]2)[NH:3]1.P(Cl)(Cl)(Cl)=O, predict the reaction product. The product is: [CH:14]1([C:12]2[N:6]3[C:7]([C:2](=[O:1])[NH:3][C:4]([CH:19]4[CH2:24][CH2:23][O:22][CH2:21][CH2:20]4)=[N:5]3)=[C:8]([CH2:9][CH3:10])[N:11]=2)[CH2:18][CH2:17][CH2:16][CH2:15]1. (3) Given the reactants C[O:2][C:3]([C:5]1[S:6][CH:7]=[C:8]2[C:13]=1[C:12](=[O:14])[N:11]([C:15]1[CH:20]=[C:19]([C:21](=[O:30])[N:22]([CH3:29])[C:23]3[CH:28]=[CH:27][CH:26]=[CH:25][CH:24]=3)[CH:18]=[CH:17][C:16]=1[F:31])[C:10](=[O:32])[NH:9]2)=[O:4].O.[OH-].[Li+].CO.Cl, predict the reaction product. The product is: [C:3]([C:5]1[S:6][CH:7]=[C:8]2[C:13]=1[C:12](=[O:14])[N:11]([C:15]1[CH:20]=[C:19]([C:21](=[O:30])[N:22]([CH3:29])[C:23]3[CH:28]=[CH:27][CH:26]=[CH:25][CH:24]=3)[CH:18]=[CH:17][C:16]=1[F:31])[C:10](=[O:32])[NH:9]2)([OH:4])=[O:2]. (4) Given the reactants [OH-:1].[Na+].[F:3][C:4]1[C:5](Cl)=[N:6][C:7]([Cl:10])=[N:8][CH:9]=1.Cl, predict the reaction product. The product is: [Cl:10][C:7]1[NH:6][C:5](=[O:1])[C:4]([F:3])=[CH:9][N:8]=1. (5) Given the reactants [NH2:1][C:2]1[C:3]([OH:14])=[C:4]([S:8]([N:11]([CH3:13])[CH3:12])(=[O:10])=[O:9])[CH:5]=[CH:6][CH:7]=1.[CH2:15]([O:17][C:18]1[C:19](=O)[C:20](=[O:25])[C:21]=1[O:22]CC)C, predict the reaction product. The product is: [OH:14][C:3]1[C:2]([NH:1][C:19]2[C:20](=[O:25])[C:21](=[O:22])[C:18]=2[O:17][CH3:15])=[CH:7][CH:6]=[CH:5][C:4]=1[S:8]([N:11]([CH3:12])[CH3:13])(=[O:10])=[O:9]. (6) The product is: [CH2:30]([C:32]1[N:37]=[CH:36][C:35]([CH2:38][N:6]2[C:7](=[O:28])[C:8]([CH2:13][C:14]3[CH:19]=[CH:18][C:17]([C:20]4[C:21]([C:26]#[N:27])=[CH:22][CH:23]=[CH:24][CH:25]=4)=[CH:16][CH:15]=3)=[C:9]([CH2:10][CH2:11][CH3:12])[N:4]3[N:3]=[C:2]([CH3:1])[N:29]=[C:5]23)=[CH:34][CH:33]=1)[CH3:31]. Given the reactants [CH3:1][C:2]1[N:29]=[C:5]2[NH:6][C:7](=[O:28])[C:8]([CH2:13][C:14]3[CH:19]=[CH:18][C:17]([C:20]4[C:21]([C:26]#[N:27])=[CH:22][CH:23]=[CH:24][CH:25]=4)=[CH:16][CH:15]=3)=[C:9]([CH2:10][CH2:11][CH3:12])[N:4]2[N:3]=1.[CH2:30]([C:32]1[N:37]=[CH:36][C:35]([CH2:38]O)=[CH:34][CH:33]=1)[CH3:31].C(P(CCCC)CCCC)CCC.N(C(N1CCCCC1)=O)=NC(N1CCCCC1)=O, predict the reaction product. (7) Given the reactants Cl.Cl.Cl.[CH2:4]([N:11]1[CH2:16][CH2:15][N:14]([CH2:17][CH2:18][NH2:19])[CH2:13][CH2:12]1)[C:5]1[CH:10]=[CH:9][CH:8]=[CH:7][CH:6]=1.[CH3:20][C:21]1[NH:22][CH:23]=[C:24]([CH:26]=O)[N:25]=1.[C:28](O)(=[O:30])C.C(O[BH-](OC(=O)C)OC(=O)C)(=O)C.[Na+], predict the reaction product. The product is: [CH2:4]([N:11]1[CH2:12][CH2:13][N:14]([CH2:17][CH2:18][N:19]2[CH2:26][C:24]3=[CH:23][N:22]=[C:21]([CH3:20])[N:25]3[C:28]2=[O:30])[CH2:15][CH2:16]1)[C:5]1[CH:6]=[CH:7][CH:8]=[CH:9][CH:10]=1. (8) Given the reactants [F:1][C:2]1[C:11]([CH3:12])=[CH:10][CH:9]=[C:8]([F:13])[C:3]=1[C:4]([O:6][CH3:7])=[O:5].[Br:14]N1C(=O)CCC1=O, predict the reaction product. The product is: [Br:14][CH2:12][C:11]1[C:2]([F:1])=[C:3]([C:8]([F:13])=[CH:9][CH:10]=1)[C:4]([O:6][CH3:7])=[O:5]. (9) Given the reactants [Cl:1][CH2:2][CH2:3][CH2:4][CH2:5][O:6][C:7]1[CH:16]=[CH:15][C:10]([C:11]([O:13][CH3:14])=[O:12])=[CH:9][C:8]=1[O:17][CH3:18].[N:19]([O-:21])=[O:20].[Na+].C(O)(=O)C.[N+]([O-])(O)=O, predict the reaction product. The product is: [CH3:18][O:17][C:8]1[C:7]([O:6][CH2:5][CH2:4][CH2:3][CH2:2][Cl:1])=[CH:16][C:15]([N+:19]([O-:21])=[O:20])=[C:10]([CH:9]=1)[C:11]([O:13][CH3:14])=[O:12]. (10) Given the reactants [CH3:1][S:2][C:3]1[N:8]=[C:7]2[NH:9][N:10]=[C:11]([C:12]3[CH:17]=[CH:16][CH:15]=[CH:14][CH:13]=3)[C:6]2=[CH:5][N:4]=1.C(=O)([O-])[O-].[K+].[K+].CS(C)=O.Br[CH2:29][C@H:30]1[CH2:35][CH2:34][C@H:33]([NH:36][C:37](=[O:43])[O:38][C:39]([CH3:42])([CH3:41])[CH3:40])[CH2:32][CH2:31]1, predict the reaction product. The product is: [CH3:1][S:2][C:3]1[N:8]=[C:7]2[N:9]([CH2:29][C@H:30]3[CH2:31][CH2:32][C@H:33]([NH:36][C:37](=[O:43])[O:38][C:39]([CH3:42])([CH3:41])[CH3:40])[CH2:34][CH2:35]3)[N:10]=[C:11]([C:12]3[CH:13]=[CH:14][CH:15]=[CH:16][CH:17]=3)[C:6]2=[CH:5][N:4]=1.